Dataset: Catalyst prediction with 721,799 reactions and 888 catalyst types from USPTO. Task: Predict which catalyst facilitates the given reaction. (1) Reactant: C(OC([N:8]1[CH2:14][CH2:13][CH2:12][O:11][CH:10]([CH2:15][O:16][C:17]2[CH:22]=[C:21]([O:23][CH3:24])[C:20]([Cl:25])=[CH:19][C:18]=2[C:26]([O:28][CH3:29])=[O:27])[CH2:9]1)=O)(C)(C)C.C(O)(C(F)(F)F)=O. Product: [CH3:29][O:28][C:26](=[O:27])[C:18]1[CH:19]=[C:20]([Cl:25])[C:21]([O:23][CH3:24])=[CH:22][C:17]=1[O:16][CH2:15][CH:10]1[CH2:9][NH:8][CH2:14][CH2:13][CH2:12][O:11]1. The catalyst class is: 2. (2) Reactant: [NH2:1][C:2]1[C:7]([C:8]([NH:10][C@@H:11]([CH3:14])[CH2:12]Cl)=[O:9])=[C:6]([Cl:15])[N:5]=[CH:4][N:3]=1.[H-].[Na+]. Product: [Cl:15][C:6]1[N:5]=[CH:4][N:3]=[C:2]([NH2:1])[C:7]=1[C:8]1[O:9][CH2:12][C@H:11]([CH3:14])[N:10]=1. The catalyst class is: 49. (3) Reactant: [CH3:1][O:2][C:3](=[O:24])[C:4]([NH:13]C(OCC1C=CC=CC=1)=O)=[CH:5][CH:6]1[CH2:11][CH:10]2[CH2:12][CH:7]1[CH2:8][CH2:9]2.[H][H]. Product: [CH3:1][O:2][C:3](=[O:24])[CH:4]([NH2:13])[CH2:5][CH:6]1[CH2:11][CH:10]2[CH2:12][CH:7]1[CH2:8][CH2:9]2. The catalyst class is: 43. (4) Reactant: [Cl:1][C:2]1[CH:7]=[C:6]([Cl:8])[CH:5]=[CH:4][C:3]=1[CH2:9][CH2:10][NH:11][C:12]1[N:17]=[C:16]([O:18][CH3:19])[N:15]=[C:14]([C:20]2[CH:21]=[C:22]([C:26]([CH3:31])([CH3:30])[C:27]([OH:29])=[O:28])[CH:23]=[CH:24][CH:25]=2)[CH:13]=1.[C:32](=[O:40])([O:37][CH2:38][CH3:39])[O:33][CH:34](Cl)[CH3:35].C([O-])([O-])=O.[Cs+].[Cs+]. Product: [CH2:34]([O:33][C:32]([O:37][CH:38]([O:28][C:27](=[O:29])[C:26]([C:22]1[CH:23]=[CH:24][CH:25]=[C:20]([C:14]2[CH:13]=[C:12]([NH:11][CH2:10][CH2:9][C:3]3[CH:4]=[CH:5][C:6]([Cl:8])=[CH:7][C:2]=3[Cl:1])[N:17]=[C:16]([O:18][CH3:19])[N:15]=2)[CH:21]=1)([CH3:31])[CH3:30])[CH3:39])=[O:40])[CH3:35]. The catalyst class is: 9. (5) Reactant: [CH2:1]([C:5]1[S:9][C:8]([C:10](=O)[C:11]([C:13]2[CH:18]=[CH:17][CH:16]=[CH:15]C=2)=O)=[CH:7][CH:6]=1)[CH2:2][CH2:3][CH3:4].[CH2:20]([OH:22])C.Cl.[CH3:24][NH:25][C:26]([NH2:28])=[NH:27].C([O-])([O-])=O.[K+].[K+]. Product: [NH2:28][C:26]1[N:25]([CH3:24])[C:20](=[O:22])[C:10]([C:8]2[S:9][C:5]([CH2:1][CH2:2][CH2:3][CH3:4])=[CH:6][CH:7]=2)([C:11]2[CH:13]=[CH:18][CH:17]=[CH:16][CH:15]=2)[N:27]=1. The catalyst class is: 6. (6) Reactant: [O:1]1[CH2:4][CH:3]([N:5]2[CH2:10][CH2:9][N:8]([C:11]3[CH:16]=[CH:15][C:14]([NH:17][C:18]4[C:19]5[N:20]([CH:45]=[CH:46][N:47]=5)[CH:21]=[C:22]([C:24]5[N:29]=[C:28]([N:30](C(OC(C)(C)C)=O)C(OC(C)(C)C)=O)[CH:27]=[N:26][CH:25]=5)[N:23]=4)=[CH:13][CH:12]=3)[CH2:7][CH2:6]2)[CH2:2]1.S(=O)(=O)(O)O.CC(C)=[O:55].[C:57](=[O:60])([O-:59])[O-].[Na+].[Na+]. Product: [C:4]([OH:1])(=[O:55])[CH2:3][CH2:2][C:57]([OH:59])=[O:60].[NH2:30][C:28]1[N:29]=[C:24]([C:22]2[N:23]=[C:18]([NH:17][C:14]3[CH:13]=[CH:12][C:11]([N:8]4[CH2:9][CH2:10][N:5]([CH:3]5[CH2:4][O:1][CH2:2]5)[CH2:6][CH2:7]4)=[CH:16][CH:15]=3)[C:19]3[N:20]([CH:45]=[CH:46][N:47]=3)[CH:21]=2)[CH:25]=[N:26][CH:27]=1. The catalyst class is: 6. (7) Reactant: Cl[C:2]1[N:3]=[C:4]2[CH:20]=[C:19]([I:21])[CH:18]=[N:17][C:5]2=[N:6][C:7]=1[N:8]1[CH2:13][CH2:12][N:11]2[CH2:14][CH2:15][CH2:16][CH:10]2[CH2:9]1.O.[NH2:23][NH2:24]. Product: [CH2:9]1[N:8]([C:7]2[N:6]=[C:5]3[N:17]=[CH:18][C:19]([I:21])=[CH:20][C:4]3=[N:3][C:2]=2[NH:23][NH2:24])[CH2:13][CH2:12][N:11]2[CH2:14][CH2:15][CH2:16][CH:10]12. The catalyst class is: 14. (8) Reactant: [Cl:1][C:2]1[CH:3]=[CH:4][C:5]2[N:11]3[C:12]([C:15]([F:18])([F:17])[F:16])=[N:13][N:14]=[C:10]3[CH:9]([CH2:19][N:20]3[N:24]=[N:23][C:22]([CH2:25][C:26]([O-:28])=[O:27])=[N:21]3)[CH2:8][CH:7]([C:29]3[CH:34]=[CH:33][CH:32]=[C:31]([O:35][CH3:36])[C:30]=3[O:37][CH3:38])[C:6]=2[CH:39]=1.C(=O)([O-])[O-].[K+].[K+].Cl. Product: [Cl:1][C:2]1[CH:3]=[CH:4][C:5]2[N:11]3[C:12]([C:15]([F:17])([F:18])[F:16])=[N:13][N:14]=[C:10]3[CH:9]([CH2:19][N:20]3[N:24]=[N:23][C:22]([CH2:25][C:26]([OH:28])=[O:27])=[N:21]3)[CH2:8][CH:7]([C:29]3[CH:34]=[CH:33][CH:32]=[C:31]([O:35][CH3:36])[C:30]=3[O:37][CH3:38])[C:6]=2[CH:39]=1. The catalyst class is: 193.